This data is from Catalyst prediction with 721,799 reactions and 888 catalyst types from USPTO. The task is: Predict which catalyst facilitates the given reaction. (1) Reactant: Cl.C([N:4]=C=NCCCN(C)C)C.[CH3:13][C:14]1([CH3:44])[C:23]2[C:18](=[C:19]3[CH2:26][C:25]([CH3:28])([CH3:27])[O:24][C:20]3=[CH:21][CH:22]=2)[C:17]([C:29]2[CH:30]=[C:31]([C:35]3[CH:40]=[CH:39][C:38]([C:41]([OH:43])=O)=[CH:37][CH:36]=3)[CH:32]=[CH:33][CH:34]=2)=[N:16][CH2:15]1.[NH4+].ON1C2C=CC=CC=2N=N1.C(N(CC)CC)C. Product: [CH3:44][C:14]1([CH3:13])[C:23]2[C:18](=[C:19]3[CH2:26][C:25]([CH3:28])([CH3:27])[O:24][C:20]3=[CH:21][CH:22]=2)[C:17]([C:29]2[CH:30]=[C:31]([C:35]3[CH:40]=[CH:39][C:38]([C:41]([NH2:4])=[O:43])=[CH:37][CH:36]=3)[CH:32]=[CH:33][CH:34]=2)=[N:16][CH2:15]1. The catalyst class is: 35. (2) Reactant: [Br:1][C:2]1[C:15]2[C:14](=O)[C:13]3[C:8](=[CH:9][CH:10]=[CH:11][CH:12]=3)[S:7][C:6]=2[C:5]([OH:17])=[CH:4][CH:3]=1.B.C1COCC1. Product: [Br:1][C:2]1[C:15]2[CH2:14][C:13]3[C:8](=[CH:9][CH:10]=[CH:11][CH:12]=3)[S:7][C:6]=2[C:5]([OH:17])=[CH:4][CH:3]=1. The catalyst class is: 7. (3) Reactant: [O:1]1[C:5]2=[C:6]([N:10]([C:18]([O:20][C:21]([CH3:24])([CH3:23])[CH3:22])=[O:19])[C:11]([O:13][C:14]([CH3:17])([CH3:16])[CH3:15])=[O:12])[N:7]=[CH:8][CH:9]=[C:4]2[CH:3]=[CH:2]1.[Li+].CC([N-]C(C)C)C.[Cl:33][C:34](Cl)(Cl)[C:35]([Cl:38])(Cl)Cl. Product: [Cl:33][C:2]1[O:1][C:5]2=[C:6]([N:10]([C:11]([O:13][C:14]([CH3:15])([CH3:16])[CH3:17])=[O:12])[C:18]([O:20][C:21]([CH3:24])([CH3:23])[CH3:22])=[O:19])[N:7]=[CH:8][CH:9]=[C:4]2[CH:3]=1.[Cl:33][C:34]1[O:1][C:5]2=[C:6]([N:10]([C:18]([O:20][C:21]([CH3:24])([CH3:23])[CH3:22])=[O:19])[C:11]([O:13][C:14]([CH3:17])([CH3:16])[CH3:15])=[O:12])[N:7]=[CH:8][CH:9]=[C:4]2[C:35]=1[Cl:38]. The catalyst class is: 1. (4) Reactant: [NH2:1][C:2]1[C:10]([CH2:11][CH3:12])=[CH:9][C:8](Br)=[CH:7][C:3]=1[C:4]([OH:6])=[O:5].[C:14]([Cu])#[N:15].[C-]#N.[Na+]. Product: [NH2:1][C:2]1[C:10]([CH2:11][CH3:12])=[CH:9][C:8]([C:14]#[N:15])=[CH:7][C:3]=1[C:4]([OH:6])=[O:5]. The catalyst class is: 37.